Dataset: NCI-60 drug combinations with 297,098 pairs across 59 cell lines. Task: Regression. Given two drug SMILES strings and cell line genomic features, predict the synergy score measuring deviation from expected non-interaction effect. Cell line: UACC-257. Synergy scores: CSS=23.1, Synergy_ZIP=-4.47, Synergy_Bliss=1.12, Synergy_Loewe=-10.4, Synergy_HSA=0.461. Drug 1: C1=NC2=C(N1)C(=S)N=C(N2)N. Drug 2: C1=CC(=CC=C1C#N)C(C2=CC=C(C=C2)C#N)N3C=NC=N3.